Dataset: Full USPTO retrosynthesis dataset with 1.9M reactions from patents (1976-2016). Task: Predict the reactants needed to synthesize the given product. (1) Given the product [CH2:1]([O:6][C:7]1[CH:8]=[CH:9][C:10]([C:11]([CH:19]=[CH2:20])=[O:12])=[CH:17][CH:18]=1)[CH2:2][CH2:3][CH2:4][CH3:5], predict the reactants needed to synthesize it. The reactants are: [CH2:1]([O:6][C:7]1[CH:18]=[CH:17][C:10]([C:11](N(C)OC)=[O:12])=[CH:9][CH:8]=1)[CH2:2][CH2:3][CH2:4][CH3:5].[CH:19]([Mg]Br)=[CH2:20].Cl. (2) Given the product [Br:1][C:2]1[CH:3]=[C:4]([CH:7]=[C:8]([F:10])[CH:9]=1)[CH2:5][OH:6], predict the reactants needed to synthesize it. The reactants are: [Br:1][C:2]1[CH:3]=[C:4]([CH:7]=[C:8]([F:10])[CH:9]=1)[CH:5]=[O:6].[BH4-].[Na+].